This data is from Experimentally validated miRNA-target interactions with 360,000+ pairs, plus equal number of negative samples. The task is: Binary Classification. Given a miRNA mature sequence and a target amino acid sequence, predict their likelihood of interaction. (1) The miRNA is mmu-miR-486a-3p with sequence CGGGGCAGCUCAGUACAGGAU. The protein sequence of the target gene is MISAAQLLDELMGRDRNLAPDEKRSNVRWDHESVCKYYLCGFCPAELFTNTRSDLGPCEKIHDENLRKQYEKSSRFMKVGYERDFLRYLQSLLAEVERRIRRGHARLALSQNQQSSGAAGPTGKNEEKIQVLTDKIDVLLQQIEELGSEGKVEEAQGMMKLVEQLKEERELLRSTTSTIESFAAQEKQMEVCEVCGAFLIVGDAQSRVDDHLMGKQHMGYAKIKATVEELKEKLRKRTEEPDRDERLKKEKQEREEREKEREREREERERKRRREEEEREKERARDRERRKRSRSRSRHS.... Result: 0 (no interaction). (2) The miRNA is hsa-miR-3664-3p with sequence UCUCAGGAGUAAAGACAGAGUU. The protein sequence of the target gene is MAKQYDVLFRLLLIGDSGVGKTCLLCRFTDNEFHSSHISTIGVDFKMKTIEVDGIKVRIQIWDTAGQERYQTITKQYYRRAQGIFLVYDISSERSYQHIMKWVSDVDEYAPEGVQKILIGNKADEEQKRQVGREQGQQLAKEYGMDFYETSACTNLNIKESFTRLTELVLQAHRKELEGLRMRASNELALAELEEEEGKPEGPANSSKTCWC. Result: 1 (interaction). (3) Result: 0 (no interaction). The protein sequence of the target gene is MAPARQELQHESRCRPSRTVDAWRAAVATRGRHMETPGYRRRTRCGGWGLPRSVSSLAAVGLLCTALTTFICWGQLPPLPWASPAPQRLVGVLLWWEPFRGRGGYPKSPPDCSLRFNISGCRLLTDRAAYGEAQAVLFHHRDLVKELHDWPPPWGARERTDKALVLRVFDDQEGAVTLTGKALETVGSRPPGQRWVWMNFESPSHTPGLRGLAKDLFNWTLSYRTDSDVFVPYGFLYSRSDPTEQPSGLGPQLARKRGLVAWVVSNWNEHQARVRYYHQLSRHVSVDVFGRTGPGRPVPA.... The miRNA is hsa-miR-3660 with sequence ACUGACAGGAGAGCAUUUUGA. (4) The miRNA is hsa-miR-3689d with sequence GGGAGGUGUGAUCUCACACUCG. The protein sequence of the target gene is MAAAPPLSKAEYLKRYLSGADAGVDRGSESGRKRRKKRPKPGGAGGKGMRIVDDDVSWTAISTTKLEKEEEEDDGDLPVVAEFVDERPEEVKQMEAFRSSAKWKLLGGHNEDLPSNRHFRHDTPDSSPRRVRHGTPDPSPRKDRHDTPDPSPRRARHDTPDPSPLRGARHDSDTSPPRRIRHDSSDTSPPRRARHDSPDPSPPRRPQHNSSGASPRRVRHDSPDPSPPRRARHGSSDISSPRRVHNNSPDTSRRTLGSSDTQQLRRARHDSPDLAPNVTYSLPRTKSGKAPERASSKTSP.... Result: 0 (no interaction). (5) The miRNA is mmu-miR-3552 with sequence AGGCUGCAGGCCCACUUCCCU. The protein sequence of the target gene is MFRLWLLLAGLCGLLASRPGFQNSLLQIVIPEKIQTNTNDSSEIEYEQISYIIPIDEKLYTVHLKQRYFLADNFMIYLYNQGSMNTYSSDIQTQCYYQGNIEGYPDSMVTLSTCSGLRGILQFENVSYGIEPLESAVEFQHVLYKLKNEDNDIAIFIDRSLKEQPMDDNIFISEKSEPAVPDLFPLYLEMHIVVDKTLYDYWGSDSMIVTNKVIEIVGLANSMFTQFKVTIVLSSLELWSDENKISTVGEADELLQKFLEWKQSYLNLRPHDIAYLLIYMDYPRYLGAVFPGTMCITRYS.... Result: 0 (no interaction). (6) The miRNA is mmu-miR-1969 with sequence AAGAUGGAGACUUUAACAUGGGU. The protein sequence of the target gene is MGDPERPEAARPEKGEQLCSETEENVVRSNEEPLLRKSSRRFVIFPIQYPDIWRMYKQAQASFWTAEEVDLSKDLPHWNKLKSDEKYFISHILAFFAASDGIVNENLVERFSQEVQVPEARCFYGFQILIENVHSEMYSLLIDTYIRDPKKREFLFNAIETMPYVKKKADWALRWIADRKSTFGERVVAFAAVEGIFFSGSFAAIFWLKKRGLMPGLTFSNELISRDEGLHCDFACLMFQYLVNKPSEDRVREIIADAVQIEQEFLTEALPVGLIGMNCVLMKQYIEFVADRLLGELGFS.... Result: 0 (no interaction). (7) The miRNA is hsa-miR-4433a-3p with sequence ACAGGAGUGGGGGUGGGACAU. The protein sequence of the target gene is MALRKELLKSIWYAFTALDVEKSGKVSKSQLKVLSHNLYTVLHIPHDPVALEEHFRDDDDGPVSSQGYMPYLNKYILDKVEEGAFVKEHFDELCWTLTAKKNYRADSNGNSMLSNQDAFRLWCLFNFLSEDKYPLIMVPDEVEYLLKKVLSSMSLEVSLGELEELLAQEAQVAQTTGGLSVWQFLELFNSGRCLRGVGRDTLSMAIHEVYQELIQDVLKQGYLWKRGHLRRNWAERWFQLQPSCLCYFGSEECKEKRGIIPLDAHCCVEVLPDRDGKRCMFCVKTANRTYEMSASDTRQR.... Result: 0 (no interaction).